From a dataset of Full USPTO retrosynthesis dataset with 1.9M reactions from patents (1976-2016). Predict the reactants needed to synthesize the given product. (1) Given the product [Br:1][C:2]1[CH:3]=[CH:4][C:5](=[O:8])[N:6]([CH2:12][O:13][CH2:14][CH2:15][Si:16]([CH3:19])([CH3:18])[CH3:17])[CH:7]=1, predict the reactants needed to synthesize it. The reactants are: [Br:1][C:2]1[CH:3]=[CH:4][C:5](=[O:8])[NH:6][CH:7]=1.[H-].[Na+].Cl[CH2:12][O:13][CH2:14][CH2:15][Si:16]([CH3:19])([CH3:18])[CH3:17]. (2) Given the product [F:1][C:2]1[CH:9]=[CH:8][C:7]([CH:10]([O:11][N:12]=[C:13]2[CH2:14][CH2:15][NH:16][CH2:17][CH2:18]2)[C:27](=[O:28])[CH2:26][C:23]2[CH:24]=[CH:25][C:20]([F:19])=[CH:21][CH:22]=2)=[CH:6][C:3]=1[C:4]#[N:5], predict the reactants needed to synthesize it. The reactants are: [F:1][C:2]1[CH:9]=[CH:8][C:7]([CH2:10][O:11][N:12]=[C:13]2[CH2:18][CH2:17][NH:16][CH2:15][CH2:14]2)=[CH:6][C:3]=1[C:4]#[N:5].[F:19][C:20]1[CH:25]=[CH:24][C:23]([CH2:26][C:27](O)=[O:28])=[CH:22][CH:21]=1.ON1C2C=CC=CC=2N=N1.Cl.C(N=C=NCCCN(C)C)C. (3) Given the product [CH3:1][O:2][C:3]1[CH:10]=[CH:9][C:6]([CH:7]=[N:13][OH:12])=[CH:5][CH:4]=1, predict the reactants needed to synthesize it. The reactants are: [CH3:1][O:2][C:3]1[CH:10]=[CH:9][C:6]([CH:7]=O)=[CH:5][CH:4]=1.Cl.[OH:12][NH2:13].C([O-])(=O)C.[Na+]. (4) The reactants are: [CH:1]1([N:6]2[C:15]3[N:14]=[C:13]([NH:16][C:17]4[CH:22]=[CH:21][C:20]([OH:23])=[CH:19][CH:18]=4)[N:12]=[CH:11][C:10]=3[N:9]([CH3:24])[C:8](=[O:25])[C@H:7]2[CH2:26][CH3:27])[CH2:5][CH2:4][CH2:3][CH2:2]1.Br[CH2:29][CH2:30][C@H:31]([NH:40][C:41]([O:43][C:44]([CH3:47])([CH3:46])[CH3:45])=[O:42])[C:32]([O:34][CH:35]1[CH2:39][CH2:38][CH2:37][CH2:36]1)=[O:33].C([O-])([O-])=O.[K+].[K+]. Given the product [C:44]([O:43][C:41]([NH:40][C@H:31]([C:32]([O:34][CH:35]1[CH2:36][CH2:37][CH2:38][CH2:39]1)=[O:33])[CH2:30][CH2:29][O:23][C:20]1[CH:19]=[CH:18][C:17]([NH:16][C:13]2[N:12]=[CH:11][C:10]3[N:9]([CH3:24])[C:8](=[O:25])[C@@H:7]([CH2:26][CH3:27])[N:6]([CH:1]4[CH2:2][CH2:3][CH2:4][CH2:5]4)[C:15]=3[N:14]=2)=[CH:22][CH:21]=1)=[O:42])([CH3:45])([CH3:46])[CH3:47], predict the reactants needed to synthesize it. (5) Given the product [CH3:19][O:20][C:21](=[O:54])[NH:22][CH:23]([C:27]([N:29]1[CH2:33][CH2:32][CH2:31][CH:30]1[C:34]1[NH:35][C:36]([C:39]2[CH:40]=[CH:41][C:42]([C:14]3[CH:15]=[CH:16][C:11]([C:9](=[O:10])[CH2:8][NH:7][C:6]([O:5][C:1]([CH3:4])([CH3:3])[CH3:2])=[O:18])=[CH:12][CH:13]=3)=[CH:43][CH:44]=2)=[CH:37][N:38]=1)=[O:28])[CH:24]([CH3:26])[CH3:25], predict the reactants needed to synthesize it. The reactants are: [C:1]([O:5][C:6](=[O:18])[NH:7][CH2:8][C:9]([C:11]1[CH:16]=[CH:15][C:14](Br)=[CH:13][CH:12]=1)=[O:10])([CH3:4])([CH3:3])[CH3:2].[CH3:19][O:20][C:21](=[O:54])[NH:22][CH:23]([C:27]([N:29]1[CH2:33][CH2:32][CH2:31][CH:30]1[C:34]1[NH:35][C:36]([C:39]2[CH:44]=[CH:43][C:42](B3OC(C)(C)C(C)(C)O3)=[CH:41][CH:40]=2)=[CH:37][N:38]=1)=[O:28])[CH:24]([CH3:26])[CH3:25].C(=O)([O-])[O-].[K+].[K+].COCCOC. (6) Given the product [CH3:32][C:31]1[N:39]=[C:20]([C@H:9]([NH:8][C:6](=[O:7])[O:5][C:2]([CH3:1])([CH3:3])[CH3:4])[CH2:10][C:11]2[C:19]3[C:14](=[CH:15][CH:16]=[CH:17][CH:18]=3)[NH:13][CH:12]=2)[O:22][C:30]=1[CH3:34], predict the reactants needed to synthesize it. The reactants are: [CH3:1][C:2]([O:5][C:6]([NH:8][C@@H:9]([C:20]([OH:22])=O)[CH2:10][C:11]1[C:19]2[C:14](=[CH:15][CH:16]=[CH:17][CH:18]=2)[NH:13][CH:12]=1)=[O:7])([CH3:4])[CH3:3].C(=O)([O-])[O-].[Cs+].[Cs+].Br[CH:30]([CH3:34])[C:31](=O)[CH3:32].C([O-])(=O)C.[NH4+:39]. (7) Given the product [F:32][C:33]1[CH:34]=[C:35]([CH2:36][CH:18]([C:15]2[CH:16]=[CH:17][C:12]([C:7]3[CH:8]=[CH:9][CH:10]=[CH:11][C:6]=3[CH2:5][CH2:4][CH2:3][O:2][CH3:1])=[CH:13][C:14]=2[CH3:21])[C:19]#[N:20])[CH:38]=[C:39]([F:41])[CH:40]=1, predict the reactants needed to synthesize it. The reactants are: [CH3:1][O:2][CH2:3][CH2:4][CH2:5][C:6]1[CH:11]=[CH:10][CH:9]=[CH:8][C:7]=1[C:12]1[CH:17]=[CH:16][C:15]([CH2:18][C:19]#[N:20])=[C:14]([CH3:21])[CH:13]=1.C[Si](C)(C)[N-][Si](C)(C)C.[Li+].[F:32][C:33]1[CH:34]=[C:35]([CH:38]=[C:39]([F:41])[CH:40]=1)[CH2:36]Br. (8) The reactants are: Cl.Cl.[NH2:3][C@@H:4]([CH2:16][CH:17]1[CH:26]2[CH:21]([CH2:22][CH2:23][CH2:24][CH2:25]2)[CH2:20][CH2:19][CH2:18]1)[C:5]([NH:7][CH2:8][C:9]1[CH:10]=[N:11][C:12]([NH2:15])=[CH:13][CH:14]=1)=[O:6].[NH:27]([C:36]([O:38][C:39]([CH3:42])([CH3:41])[CH3:40])=[O:37])[C@@H:28]([C:33](O)=[O:34])[C@@H:29]([CH2:31][CH3:32])[CH3:30].C1C=CC2N(O)N=NC=2C=1.CCN=C=NCCCN(C)C.Cl.C(N(CC)CC)C. Given the product [C:39]([O:38][C:36](=[O:37])[NH:27][C@@H:28]([C:33](=[O:34])[NH:3][C@H:4]([C:5](=[O:6])[NH:7][CH2:8][C:9]1[CH:10]=[N:11][C:12]([NH2:15])=[CH:13][CH:14]=1)[CH2:16][CH:17]1[CH:26]2[CH:21]([CH2:22][CH2:23][CH2:24][CH2:25]2)[CH2:20][CH2:19][CH2:18]1)[CH:29]([CH3:30])[CH2:31][CH3:32])([CH3:40])([CH3:42])[CH3:41], predict the reactants needed to synthesize it. (9) Given the product [CH3:1][O:2][C:3]1[CH:18]=[CH:17][CH:16]=[CH:15][C:4]=1[CH2:5][NH:6][C:7]1[N:8]=[CH:9][CH:10]=[CH:11][C:12]=1[CH:13]=[O:14], predict the reactants needed to synthesize it. The reactants are: [CH3:1][O:2][C:3]1[CH:18]=[CH:17][CH:16]=[CH:15][C:4]=1[CH2:5][NH:6][C:7]1[C:12]([CH2:13][OH:14])=[CH:11][CH:10]=[CH:9][N:8]=1. (10) Given the product [CH2:39]([O:38][C:36]([C:28]1[CH:29]=[C:30]([C:2]2[CH:7]=[CH:6][C:5]([CH:8]([CH3:24])[C:9]([C:15]3[CH:16]=[CH:17][C:18](=[O:23])[N:19]([CH2:21][CH3:22])[CH:20]=3)([OH:14])[C:10]([F:13])([F:12])[F:11])=[C:4]([Cl:25])[CH:3]=2)[CH:31]=[CH:32][C:27]=1[F:26])=[O:37])[CH3:40], predict the reactants needed to synthesize it. The reactants are: Br[C:2]1[CH:7]=[CH:6][C:5]([CH:8]([CH3:24])[C:9]([C:15]2[CH:16]=[CH:17][C:18](=[O:23])[N:19]([CH2:21][CH3:22])[CH:20]=2)([OH:14])[C:10]([F:13])([F:12])[F:11])=[C:4]([Cl:25])[CH:3]=1.[F:26][C:27]1[CH:32]=[CH:31][C:30](B(O)O)=[CH:29][C:28]=1[C:36]([O:38][CH2:39][CH3:40])=[O:37].